Predict the reaction yield, written as a fraction of the theoretical maximum amount of product (1.0 means a 100% yield; for example, 0.34 means a 34% yield). From a dataset of Reaction yield outcomes from USPTO patents with 853,638 reactions. (1) The reactants are [Br:1][C:2]1[CH:3]=[C:4]([C:8]2([C:13]#[N:14])[CH2:11][C:10](=[O:12])[CH2:9]2)[CH:5]=[CH:6][CH:7]=1.[BH4-].[Na+]. The catalyst is C(Cl)Cl.CO. The product is [Br:1][C:2]1[CH:3]=[C:4]([C:8]2([C:13]#[N:14])[CH2:11][CH:10]([OH:12])[CH2:9]2)[CH:5]=[CH:6][CH:7]=1. The yield is 1.00. (2) The reactants are C(OC([N:6]1[CH:10]=[C:9]([C:11]2[C:12]3[CH:19]=[CH:18][N:17]([CH2:20][O:21][CH2:22][CH2:23][Si:24]([CH3:27])([CH3:26])[CH3:25])[C:13]=3[N:14]=[CH:15][N:16]=2)[CH:8]=[N:7]1)C)C.O.Cl.[OH-].[Na+]. The catalyst is O1CCCC1. The product is [NH:6]1[CH:10]=[C:9]([C:11]2[C:12]3[CH:19]=[CH:18][N:17]([CH2:20][O:21][CH2:22][CH2:23][Si:24]([CH3:27])([CH3:26])[CH3:25])[C:13]=3[N:14]=[CH:15][N:16]=2)[CH:8]=[N:7]1. The yield is 0.821. (3) The reactants are [NH2:1][C:2]1[CH:7]=[C:6]([CH:8]([F:10])[CH3:9])[N:5]=[C:4]([C:11]([O:13]C)=[O:12])[C:3]=1[O:15][CH3:16].[OH-].[Na+].Cl. The catalyst is C1COCC1.CO. The product is [NH2:1][C:2]1[CH:7]=[C:6]([CH:8]([F:10])[CH3:9])[N:5]=[C:4]([C:11]([OH:13])=[O:12])[C:3]=1[O:15][CH3:16]. The yield is 0.840. (4) The reactants are [C:1]([C:3]1[CH:12]=[C:11]2[C:6]([CH:7]=[CH:8][C:9](=[O:47])[N:10]2[CH2:13][CH:14]([NH:34]S(C2C=CC=CC=2[N+]([O-])=O)(=O)=O)[C@H:15]2[CH2:20][CH2:19][C@H:18]([NH:21][CH2:22][C:23]3[CH:24]=[CH:25][C:26]4[S:27][CH2:28][C:29](=[O:33])[NH:30][C:31]=4[N:32]=3)[CH2:17][CH2:16]2)=[CH:5][CH:4]=1)#[N:2].C1(S)C=CC=CC=1.C(=O)([O-])[O-].[K+].[K+]. No catalyst specified. The product is [NH2:34][CH:14]([C@H:15]1[CH2:20][CH2:19][C@H:18]([NH:21][CH2:22][C:23]2[CH:24]=[CH:25][C:26]3[S:27][CH2:28][C:29](=[O:33])[NH:30][C:31]=3[N:32]=2)[CH2:17][CH2:16]1)[CH2:13][N:10]1[C:11]2[C:6](=[CH:5][CH:4]=[C:3]([C:1]#[N:2])[CH:12]=2)[CH:7]=[CH:8][C:9]1=[O:47]. The yield is 0.400. (5) The reactants are [CH3:1][O:2][C:3]1[C:8]2[O:9][C:10]3[CH:15]=[CH:14][CH:13]=[CH:12][C:11]=3[C:7]=2[C:6]([C:16]2[S:17][CH:18]=[C:19]([C:21]3[N:26]=[C:25]([C:27]([O:29]CC)=[O:28])[CH:24]=[CH:23][CH:22]=3)[N:20]=2)=[CH:5][CH:4]=1.[OH-].[K+].Cl. The catalyst is C(O)C.O. The product is [CH3:1][O:2][C:3]1[C:8]2[O:9][C:10]3[CH:15]=[CH:14][CH:13]=[CH:12][C:11]=3[C:7]=2[C:6]([C:16]2[S:17][CH:18]=[C:19]([C:21]3[N:26]=[C:25]([C:27]([OH:29])=[O:28])[CH:24]=[CH:23][CH:22]=3)[N:20]=2)=[CH:5][CH:4]=1. The yield is -0.420.